From a dataset of Catalyst prediction with 721,799 reactions and 888 catalyst types from USPTO. Predict which catalyst facilitates the given reaction. (1) Reactant: [Br:1][C:2]1[CH:3]=[C:4]([CH2:8][C:9]([OH:11])=[O:10])[CH:5]=[CH:6][CH:7]=1.C(=O)([O-])[O-].[Cs+].[Cs+].[CH3:18][O:19][C:20]1[CH:27]=[CH:26][C:23]([CH2:24]Cl)=[CH:22][CH:21]=1. Product: [Br:1][C:2]1[CH:3]=[C:4]([CH2:8][C:9]([O:11][CH2:24][C:23]2[CH:26]=[CH:27][C:20]([O:19][CH3:18])=[CH:21][CH:22]=2)=[O:10])[CH:5]=[CH:6][CH:7]=1. The catalyst class is: 3. (2) Reactant: [Br:1][C:2]1[CH:7]=[CH:6][C:5]([NH:8][CH2:9][C:10]([O:12][C:13]([CH3:16])([CH3:15])[CH3:14])=[O:11])=[CH:4][CH:3]=1.[CH3:17][S:18](Cl)(=[O:20])=[O:19].C(N(CC)CC)C. Product: [Br:1][C:2]1[CH:3]=[CH:4][C:5]([N:8]([CH2:9][C:10]([O:12][C:13]([CH3:16])([CH3:15])[CH3:14])=[O:11])[S:18]([CH3:17])(=[O:20])=[O:19])=[CH:6][CH:7]=1. The catalyst class is: 119. (3) Reactant: [NH:1]1[C:9]2[C:4](=[N:5][CH:6]=[CH:7][CH:8]=2)[CH:3]=[CH:2]1.Cl.[CH3:11][NH:12][CH3:13].[CH2:14]=O. Product: [CH3:11][N:12]([CH2:14][C:3]1[C:4]2=[N:5][CH:6]=[CH:7][CH:8]=[C:9]2[NH:1][CH:2]=1)[CH3:13]. The catalyst class is: 51. (4) Reactant: [NH2:1][C@@H:2]([CH3:17])[C@@H:3]([C:5]1[CH:6]=[CH:7][C:8]([OH:16])=[C:9]([NH:11][S:12]([CH3:15])(=[O:14])=[O:13])[CH:10]=1)[OH:4].[CH2:18]([O:20][C:21]1[CH:22]=[C:23]([CH:26]=[C:27]([O:29][CH2:30][CH3:31])[CH:28]=1)[CH:24]=O)[CH3:19].O. The catalyst class is: 5. Product: [CH2:30]([O:29][C:27]1[CH:26]=[C:23]([CH:22]=[C:21]([O:20][CH2:18][CH3:19])[CH:28]=1)[CH2:24][NH:1][C@@H:2]([CH3:17])[C@@H:3]([C:5]1[CH:6]=[CH:7][C:8]([OH:16])=[C:9]([NH:11][S:12]([CH3:15])(=[O:14])=[O:13])[CH:10]=1)[OH:4])[CH3:31]. (5) Reactant: [CH3:1][C@H:2]1[CH2:7][CH2:6][CH2:5][C@@H:4]([CH3:8])[C:3]1=[N:9]O.C(=O)([O-])[O-:12].[Na+].[Na+]. Product: [CH3:1][C@H:2]1[CH2:7][CH2:6][CH2:5][C@@H:4]([CH3:8])[NH:9][C:3]1=[O:12]. The catalyst class is: 113. (6) Reactant: [C:1]([N:8]([CH2:16][C:17]1[CH:26]=[CH:25][C:20]([C:21]([O:23]C)=[O:22])=[CH:19][CH:18]=1)[CH2:9][C:10]1[CH:15]=[CH:14][CH:13]=[CH:12][N:11]=1)([O:3][C:4]([CH3:7])([CH3:6])[CH3:5])=[O:2].CO.[OH-].[Na+]. Product: [C:1]([N:8]([CH2:16][C:17]1[CH:18]=[CH:19][C:20]([C:21]([OH:23])=[O:22])=[CH:25][CH:26]=1)[CH2:9][C:10]1[CH:15]=[CH:14][CH:13]=[CH:12][N:11]=1)([O:3][C:4]([CH3:7])([CH3:6])[CH3:5])=[O:2]. The catalyst class is: 1. (7) Reactant: [F:1][C:2]1[CH:9]=[C:8]([F:10])[CH:7]=[CH:6][C:3]=1[CH:4]=[O:5].[CH:11]([Mg]Cl)=[CH2:12]. Product: [F:1][C:2]1[CH:9]=[C:8]([F:10])[CH:7]=[CH:6][C:3]=1[CH:4]([OH:5])[CH:11]=[CH2:12]. The catalyst class is: 7.